Dataset: Forward reaction prediction with 1.9M reactions from USPTO patents (1976-2016). Task: Predict the product of the given reaction. (1) Given the reactants [CH2:1]([O:3][C:4](=[O:21])[CH:5]([C:11]1[CH:16]=[C:15]([N+:17]([O-])=O)[CH:14]=[CH:13][C:12]=1[Cl:20])[C:6]([O:8][CH2:9][CH3:10])=[O:7])[CH3:2].[Cl-].[NH4+], predict the reaction product. The product is: [CH2:9]([O:8][C:6](=[O:7])[CH:5]([C:11]1[CH:16]=[C:15]([NH2:17])[CH:14]=[CH:13][C:12]=1[Cl:20])[C:4]([O:3][CH2:1][CH3:2])=[O:21])[CH3:10]. (2) Given the reactants OCC[C:4]1[CH:9]=[CH:8][CH:7]=[CH:6][C:5]=1[SH:10].[C:11]([O-:15])(=[O:14])[CH:12]=[CH2:13].[Cl-].N1C=CC=[CH:19][CH:18]=1, predict the reaction product. The product is: [C:11]([O:15][CH2:18][CH2:19][S:10][C:5]1[CH:4]=[CH:9][CH:8]=[CH:7][CH:6]=1)(=[O:14])[CH:12]=[CH2:13]. (3) The product is: [CH3:14][S:15]([O:1][CH:2]1[CH2:6][CH2:5][O:4][CH2:3]1)(=[O:17])=[O:16]. Given the reactants [OH:1][CH:2]1[CH2:6][CH2:5][O:4][CH2:3]1.C(N(CC)CC)C.[CH3:14][S:15](Cl)(=[O:17])=[O:16], predict the reaction product. (4) Given the reactants [C:1](Cl)(=[O:8])[C:2]1[CH:7]=[CH:6][CH:5]=[CH:4][CH:3]=1.[NH4+].[N:11]#[C:12][S-:13].[N:14]1([CH:19]([C:23]2[CH:28]=[CH:27][C:26]([NH2:29])=[CH:25][CH:24]=2)[CH:20]([CH3:22])[CH3:21])[CH:18]=[CH:17][N:16]=[CH:15]1, predict the reaction product. The product is: [C:1]([N:29]([C:26]1[CH:25]=[CH:24][C:23]([CH:19]([N:14]2[CH:18]=[CH:17][N:16]=[CH:15]2)[CH:20]([CH3:22])[CH3:21])=[CH:28][CH:27]=1)[C:12]([NH2:11])=[S:13])(=[O:8])[C:2]1[CH:7]=[CH:6][CH:5]=[CH:4][CH:3]=1. (5) Given the reactants [CH2:1]([O:8][C:9]1[CH:10]=[C:11]([C:15]2[N:16]=[C:17]([N:24]3[CH2:29][CH2:28][O:27][CH2:26][CH2:25]3)[C:18]3[NH:23][CH:22]=[CH:21][C:19]=3[N:20]=2)[CH:12]=[CH:13][CH:14]=1)[C:2]1[CH:7]=[CH:6][CH:5]=[CH:4][CH:3]=1.[OH-].[K+].Cl.O.[NH:34]1[CH2:39][CH2:38][C:37](=O)[CH2:36][CH2:35]1, predict the reaction product. The product is: [CH2:1]([O:8][C:9]1[CH:10]=[C:11]([C:15]2[N:16]=[C:17]([N:24]3[CH2:29][CH2:28][O:27][CH2:26][CH2:25]3)[C:18]3[NH:23][CH:22]=[C:21]([C:37]4[CH2:38][CH2:39][NH:34][CH2:35][CH:36]=4)[C:19]=3[N:20]=2)[CH:12]=[CH:13][CH:14]=1)[C:2]1[CH:3]=[CH:4][CH:5]=[CH:6][CH:7]=1. (6) Given the reactants N1[CH:6]=[CH:5][C:4](/[CH:7]=[CH:8]/[C:9]2[C:17]3[C:12](=[CH:13][C:14]([C:18]#N)=[CH:15][CH:16]=3)[NH:11][N:10]=2)=[CH:3]C=1.CC(O)=O.[CH3:24][N:25](C=O)C.[PH2]([O-])=[O:30].[Na+], predict the reaction product. The product is: [N:25]1[CH:24]=[CH:6][CH:5]=[C:4](/[CH:7]=[CH:8]/[C:9]2[C:17]3[C:12](=[CH:13][C:14]([CH:18]=[O:30])=[CH:15][CH:16]=3)[NH:11][N:10]=2)[CH:3]=1. (7) Given the reactants C([Li])CCC.[S:6]([C:16]1[S:17][CH:18]=[CH:19][CH:20]=1)([C:9]1[CH:15]=[CH:14][C:12]([CH3:13])=[CH:11][CH:10]=1)(=[O:8])=[O:7].[Cl:21][C:22]1[N:27]=[CH:26][CH:25]=[CH:24][N:23]=1.ClC1C(=O)C(C#N)=C(C#N)C(=O)C=1Cl.[OH-].[Na+], predict the reaction product. The product is: [Cl:21][C:22]1[N:27]=[C:26]([C:18]2[S:17][C:16]([S:6]([C:9]3[CH:10]=[CH:11][C:12]([CH3:13])=[CH:14][CH:15]=3)(=[O:7])=[O:8])=[CH:20][CH:19]=2)[CH:25]=[CH:24][N:23]=1. (8) Given the reactants [CH2:1]([N:8]1[CH2:13][CH2:12][CH:11]([C:14]([OH:16])=O)[CH2:10][CH2:9]1)[C:2]1[CH:7]=[CH:6][CH:5]=[CH:4][CH:3]=1.[C:17]([C:21]1[N:26]=[C:25]([N:27]2[CH2:32][CH2:31][N:30]([CH2:33][CH2:34][CH2:35][CH2:36][NH2:37])[CH2:29][CH2:28]2)[CH:24]=[C:23]([C:38]([F:41])([F:40])[F:39])[N:22]=1)([CH3:20])([CH3:19])[CH3:18], predict the reaction product. The product is: [CH2:1]([N:8]1[CH2:9][CH2:10][CH:11]([C:14]([NH:37][CH2:36][CH2:35][CH2:34][CH2:33][N:30]2[CH2:31][CH2:32][N:27]([C:25]3[CH:24]=[C:23]([C:38]([F:41])([F:40])[F:39])[N:22]=[C:21]([C:17]([CH3:20])([CH3:19])[CH3:18])[N:26]=3)[CH2:28][CH2:29]2)=[O:16])[CH2:12][CH2:13]1)[C:2]1[CH:3]=[CH:4][CH:5]=[CH:6][CH:7]=1.